Dataset: Reaction yield outcomes from USPTO patents with 853,638 reactions. Task: Predict the reaction yield, written as a fraction of the theoretical maximum amount of product (1.0 means a 100% yield; for example, 0.34 means a 34% yield). (1) The reactants are [NH2:1][C:2]1[CH:3]=[C:4]2[C:8](=[CH:9][CH:10]=1)[CH2:7][CH2:6][CH2:5]2.[CH3:11][O:12][CH2:13][C:14](Cl)=[O:15].N1C=CC=CC=1. The catalyst is CN(C=O)C. The product is [CH3:11][O:12][CH2:13][C:14]([NH:1][C:2]1[CH:3]=[C:4]2[C:8](=[CH:9][CH:10]=1)[CH2:7][CH2:6][CH2:5]2)=[O:15]. The yield is 0.830. (2) The reactants are [OH:1][C:2]1[CH:3]=[C:4]([CH:9]=[C:10]([OH:13])[C:11]=1[OH:12])[C:5]([O:7][CH3:8])=[O:6].CC1C=CC(S(O[CH2:25][CH2:26][O:27][CH2:28][CH2:29][O:30][CH2:31][CH2:32][O:33][CH2:34][CH2:35][O:36][CH2:37][CH2:38][O:39][CH2:40][CH2:41][O:42][CH2:43][CH2:44][O:45][CH2:46][CH2:47][O:48][CH2:49][CH2:50][O:51][CH2:52][CH2:53][O:54][CH2:55][CH2:56][O:57][CH3:58])(=O)=O)=CC=1.[CH2:59]1[O:76][CH2:75][CH2:74][O:73][CH2:72][CH2:71][O:70][CH2:69][CH2:68][O:67][CH2:66][CH2:65][O:64][CH2:63][CH2:62][O:61][CH2:60]1. The catalyst is CC(C)=O. The product is [CH3:58][O:57][CH2:56][CH2:55][O:54][CH2:53][CH2:52][O:51][CH2:50][CH2:49][O:48][CH2:47][CH2:46][O:45][CH2:44][CH2:43][O:42][CH2:41][CH2:40][O:39][CH2:38][CH2:37][O:36][CH2:35][CH2:34][O:33][CH2:32][CH2:31][O:30][CH2:29][CH2:28][O:27][CH2:26][CH2:25][O:1][C:2]1[CH:3]=[C:4]([CH:9]=[C:10]([O:13][CH2:25][CH2:26][O:27][CH2:28][CH2:29][O:30][CH2:31][CH2:32][O:33][CH2:34][CH2:35][O:36][CH2:37][CH2:38][O:39][CH2:40][CH2:41][O:42][CH2:43][CH2:44][O:45][CH2:46][CH2:47][O:48][CH2:49][CH2:50][O:51][CH2:52][CH2:53][O:54][CH2:55][CH2:56][O:57][CH3:58])[C:11]=1[O:12][CH2:25][CH2:26][O:27][CH2:28][CH2:29][O:30][CH2:31][CH2:32][O:33][CH2:34][CH2:35][O:36][CH2:37][CH2:59][O:76][CH2:75][CH2:74][O:73][CH2:72][CH2:71][O:70][CH2:69][CH2:68][O:67][CH2:66][CH2:65][O:64][CH2:63][CH2:62][O:61][CH2:60][CH2:38][O:39][CH3:40])[C:5]([O:7][CH3:8])=[O:6]. The yield is 0.480.